From a dataset of Full USPTO retrosynthesis dataset with 1.9M reactions from patents (1976-2016). Predict the reactants needed to synthesize the given product. (1) Given the product [Br:1][C:2]1[CH:3]=[C:4]2[C:5](=[CH:10][CH:11]=1)[C:6](=[O:8])[N:21]([CH:18]1[CH2:19][CH2:20][N:15]([CH3:14])[CH2:16][CH2:17]1)[CH2:12]2, predict the reactants needed to synthesize it. The reactants are: [Br:1][C:2]1[CH:11]=[CH:10][C:5]([C:6]([O:8]C)=O)=[C:4]([CH2:12]Br)[CH:3]=1.[CH3:14][N:15]1[CH2:20][CH2:19][CH:18]([NH2:21])[CH2:17][CH2:16]1.C(=O)([O-])[O-].[K+].[K+]. (2) Given the product [CH:17]1([CH2:16][N:13]2[CH2:14][CH2:15][N:10]3[N:9]=[C:8]([CH2:6][OH:5])[CH:21]=[C:11]3[C:12]2=[O:20])[CH2:18][CH2:19]1, predict the reactants needed to synthesize it. The reactants are: [BH4-].[Na+].C([O:5][C:6]([C:8]1[CH:21]=[C:11]2[C:12](=[O:20])[N:13]([CH2:16][CH:17]3[CH2:19][CH2:18]3)[CH2:14][CH2:15][N:10]2[N:9]=1)=O)C. (3) The reactants are: [NH2:1][C:2]1[C:11]2[C:6](=[C:7](Br)[CH:8]=[CH:9][CH:10]=2)[N:5]=[N:4][C:3]=1[C:13]([NH:15][CH2:16][CH2:17][CH3:18])=[O:14].[Cl:19][C:20]1[CH:21]=[C:22](B(O)O)[CH:23]=[C:24]([Cl:26])[CH:25]=1. Given the product [NH2:1][C:2]1[C:11]2[C:6](=[C:7]([C:22]3[CH:21]=[C:20]([Cl:19])[CH:25]=[C:24]([Cl:26])[CH:23]=3)[CH:8]=[CH:9][CH:10]=2)[N:5]=[N:4][C:3]=1[C:13]([NH:15][CH2:16][CH2:17][CH3:18])=[O:14], predict the reactants needed to synthesize it. (4) Given the product [CH:31]1([C:16]2[C:15]3[C:19](=[CH:20][CH:21]=[CH:22][C:14]=3[NH:13][C:11]([C:8]3[N:5]4[CH:6]=[CH:7][C:2]([O:45][CH2:44][CH2:43][N:40]5[CH2:41][CH2:42][N:37]([CH3:36])[CH2:38][CH2:39]5)=[CH:3][C:4]4=[N:10][CH:9]=3)=[O:12])[N:18]([CH2:23][C:24]3[CH:29]=[CH:28][CH:27]=[C:26]([CH3:30])[N:25]=3)[N:17]=2)[CH2:32][CH2:33]1, predict the reactants needed to synthesize it. The reactants are: Cl[C:2]1[CH:7]=[CH:6][N:5]2[C:8]([C:11]([NH:13][C:14]3[CH:22]=[CH:21][CH:20]=[C:19]4[C:15]=3[C:16]([CH:31]3[CH2:33][CH2:32]3)=[N:17][N:18]4[CH2:23][C:24]3[CH:29]=[CH:28][CH:27]=[C:26]([CH3:30])[N:25]=3)=[O:12])=[CH:9][N:10]=[C:4]2[CH:3]=1.[OH-].[K+].[CH3:36][N:37]1[CH2:42][CH2:41][N:40]([CH2:43][CH2:44][OH:45])[CH2:39][CH2:38]1. (5) Given the product [CH:23]1([C:22]2[C:17]3[C:16](=[O:30])[NH:15][C:14]([C:11]4[CH:12]=[CH:13][C:8]([C:7]([NH:6][CH2:5][C:4]([OH:34])=[O:3])=[O:33])=[CH:9][C:10]=4[O:31][CH3:32])=[N:19][C:18]=3[N:20]([CH3:29])[N:21]=2)[CH2:24][CH2:25][CH2:26][CH2:27][CH2:28]1, predict the reactants needed to synthesize it. The reactants are: C([O:3][C:4](=[O:34])[CH2:5][NH:6][C:7](=[O:33])[C:8]1[CH:13]=[CH:12][C:11]([C:14]2[NH:15][C:16](=[O:30])[C:17]3[C:22]([CH:23]4[CH2:28][CH2:27][CH2:26][CH2:25][CH2:24]4)=[N:21][N:20]([CH3:29])[C:18]=3[N:19]=2)=[C:10]([O:31][CH3:32])[CH:9]=1)C.[OH-].[Na+].